This data is from Forward reaction prediction with 1.9M reactions from USPTO patents (1976-2016). The task is: Predict the product of the given reaction. (1) Given the reactants [ClH:1].[CH3:2][CH:3]1[C:8]2[CH:9]=[CH:10][CH:11]=[CH:12][C:7]=2[N:6]([CH:13]2[CH2:18][CH2:17][N:16](C(OC(C)(C)C)=O)[CH2:15][CH2:14]2)[C:5](=[O:26])[O:4]1, predict the reaction product. The product is: [ClH:1].[CH3:2][CH:3]1[C:8]2[CH:9]=[CH:10][CH:11]=[CH:12][C:7]=2[N:6]([CH:13]2[CH2:18][CH2:17][NH:16][CH2:15][CH2:14]2)[C:5](=[O:26])[O:4]1. (2) Given the reactants [CH3:1][O:2][C:3](=[O:21])[C:4]([NH:7][C:8]([C:10]1[CH:19]=[CH:18][C:17]2[C:12](=[CH:13][CH:14]=[CH:15][CH:16]=2)[C:11]=1[OH:20])=[O:9])([CH3:6])[CH3:5].[S:22]1[C:26]2[CH:27]=[CH:28][CH:29]=[CH:30][C:25]=2[N:24]=[C:23]1[CH:31](O)[CH3:32], predict the reaction product. The product is: [CH3:1][O:2][C:3](=[O:21])[C:4]([NH:7][C:8]([C:10]1[CH:19]=[CH:18][C:17]2[C:12](=[CH:13][CH:14]=[CH:15][CH:16]=2)[C:11]=1[O:20][CH:31]([C:23]1[S:22][C:26]2[CH:27]=[CH:28][CH:29]=[CH:30][C:25]=2[N:24]=1)[CH3:32])=[O:9])([CH3:6])[CH3:5]. (3) Given the reactants [F:1][C:2]1[CH:7]=[CH:6][C:5]([C:8](=[CH:12][C:13]2[CH:18]=[CH:17][C:16](/[CH:19]=[CH:20]/[C:21]([O:23][CH3:24])=[O:22])=[CH:15][CH:14]=2)[C:9](O)=[O:10])=[CH:4][CH:3]=1.[CH:25]1([NH2:28])[CH2:27][CH2:26]1.CCN=C=NCCCN(C)C.C1C=CC2N(O)N=NC=2C=1.C(N(CC)CC)C, predict the reaction product. The product is: [CH:25]1([NH:28][C:9](=[O:10])[C:8]([C:5]2[CH:4]=[CH:3][C:2]([F:1])=[CH:7][CH:6]=2)=[CH:12][C:13]2[CH:14]=[CH:15][C:16](/[CH:19]=[CH:20]/[C:21]([O:23][CH3:24])=[O:22])=[CH:17][CH:18]=2)[CH2:27][CH2:26]1. (4) Given the reactants [CH3:1][CH:2]([CH3:34])[C:3]([NH:5][NH:6][C:7]([CH:9]1[CH2:14][CH:13]([C:15]2[CH:20]=[CH:19][C:18]([O:21][C:22]([F:25])([F:24])[F:23])=[CH:17][CH:16]=2)[CH2:12][N:11]([C:26]([N:28]2[CH2:33][CH2:32][O:31][CH2:30][CH2:29]2)=[O:27])[CH2:10]1)=O)=O.COC1C=CC(P2(SP(C3C=CC(OC)=CC=3)(=S)S2)=[S:44])=CC=1, predict the reaction product. The product is: [N:28]1([C:26]([N:11]2[CH2:12][CH:13]([C:15]3[CH:20]=[CH:19][C:18]([O:21][C:22]([F:25])([F:24])[F:23])=[CH:17][CH:16]=3)[CH2:14][CH:9]([C:7]3[S:44][C:3]([CH:2]([CH3:34])[CH3:1])=[N:5][N:6]=3)[CH2:10]2)=[O:27])[CH2:33][CH2:32][O:31][CH2:30][CH2:29]1. (5) Given the reactants [Cl:1][C:2]1[N:10]=[CH:9][CH:8]=[CH:7][C:3]=1[C:4](Cl)=[O:5].[C:11]1([S:17]([N:20]2[CH:24]=[CH:23][CH:22]=[CH:21]2)(=[O:19])=[O:18])[CH:16]=[CH:15][CH:14]=[CH:13][CH:12]=1.[Cl-].[Al+3].[Cl-].[Cl-], predict the reaction product. The product is: [C:11]1([S:17]([N:20]2[CH:21]=[CH:22][CH:23]=[C:24]2[C:4]([C:3]2[C:2]([Cl:1])=[N:10][CH:9]=[CH:8][CH:7]=2)=[O:5])(=[O:19])=[O:18])[CH:12]=[CH:13][CH:14]=[CH:15][CH:16]=1. (6) Given the reactants Br[C:2]1[CH:7]=[CH:6][N:5]2[N:8]=[C:9]([C:11]3[CH:16]=[CH:15][CH:14]=[CH:13][C:12]=3[O:17][CH3:18])[N:10]=[C:4]2[CH:3]=1.[C:19](=[O:26])([O:21][C:22]([CH3:25])([CH3:24])[CH3:23])[NH2:20], predict the reaction product. The product is: [C:22]([O:21][C:19](=[O:26])[NH:20][C:2]1[CH:7]=[CH:6][N:5]2[N:8]=[C:9]([C:11]3[CH:16]=[CH:15][CH:14]=[CH:13][C:12]=3[O:17][CH3:18])[N:10]=[C:4]2[CH:3]=1)([CH3:25])([CH3:24])[CH3:23].